From a dataset of Peptide-MHC class II binding affinity with 134,281 pairs from IEDB. Regression. Given a peptide amino acid sequence and an MHC pseudo amino acid sequence, predict their binding affinity value. This is MHC class II binding data. (1) The peptide sequence is AADTAGTTVYGAFAA. The MHC is HLA-DPA10103-DPB10601 with pseudo-sequence HLA-DPA10103-DPB10601. The binding affinity (normalized) is 0.0743. (2) The peptide sequence is SQDLYLSWNLNGLQAY. The MHC is DRB1_0802 with pseudo-sequence DRB1_0802. The binding affinity (normalized) is 0.374.